This data is from Reaction yield outcomes from USPTO patents with 853,638 reactions. The task is: Predict the reaction yield, written as a fraction of the theoretical maximum amount of product (1.0 means a 100% yield; for example, 0.34 means a 34% yield). (1) The reactants are [Cl:1][C:2]1[CH:7]=[C:6]([Cl:8])[CH:5]=[CH:4][C:3]=1[CH:9](O)[CH3:10].S(Cl)([Cl:14])=O.C(OCC)(=O)C. The catalyst is C1(C)C=CC=CC=1. The product is [Cl:1][C:2]1[CH:7]=[C:6]([Cl:8])[CH:5]=[CH:4][C:3]=1[CH:9]([Cl:14])[CH3:10]. The yield is 0.920. (2) The reactants are [CH3:1][O:2][C:3]1[CH:8]=[CH:7][C:6]([CH2:9][C:10]([C:12]2[CH:17]=[CH:16][CH:15]=[CH:14][CH:13]=2)=O)=[CH:5][CH:4]=1.[CH2:18]([O:20][C:21]1[CH:22]=[C:23]([CH:26]=[C:27]([N+:30]([O-:32])=[O:31])[C:28]=1[OH:29])[CH:24]=O)[CH3:19].[NH2:33][C:34]([NH2:36])=[O:35].Cl. The catalyst is C(O)C. The product is [CH2:18]([O:20][C:21]1[CH:22]=[C:23]([CH:24]2[C:9]([C:6]3[CH:7]=[CH:8][C:3]([O:2][CH3:1])=[CH:4][CH:5]=3)=[C:10]([C:12]3[CH:17]=[CH:16][CH:15]=[CH:14][CH:13]=3)[NH:36][C:34](=[O:35])[NH:33]2)[CH:26]=[C:27]([N+:30]([O-:32])=[O:31])[C:28]=1[OH:29])[CH3:19]. The yield is 0.108. (3) The reactants are [CH:1]([C:3]1[N:7]2[C:8](=[O:22])[CH:9]=[C:10]([CH2:12][C:13]3[C:14]([F:21])=[C:15]([CH:18]=[CH:19][CH:20]=3)[C:16]#[N:17])[N:11]=[C:6]2[S:5][C:4]=1[CH3:23])=[CH2:2].[I-].[Na+].C[Si](C)(C)[C:28]([F:31])(F)[F:29].C(=O)([O-])O.[Na+]. The catalyst is O1CCCC1.C(#N)C.O. The product is [F:29][C:28]1([F:31])[CH2:2][CH:1]1[C:3]1[N:7]2[C:8](=[O:22])[CH:9]=[C:10]([CH2:12][C:13]3[C:14]([F:21])=[C:15]([CH:18]=[CH:19][CH:20]=3)[C:16]#[N:17])[N:11]=[C:6]2[S:5][C:4]=1[CH3:23]. The yield is 0.170.